Predict the reactants needed to synthesize the given product. From a dataset of Full USPTO retrosynthesis dataset with 1.9M reactions from patents (1976-2016). Given the product [F:39][C:40]1([F:52])[CH2:17][CH:16]1[C:13]1[CH:12]=[CH:11][C:10]([CH:4]([C@@H:3]([CH3:18])[C:2]([F:1])([F:19])[F:20])[C:53]([O:56][CH2:34][CH3:37])=[O:54])=[CH:15][CH:14]=1, predict the reactants needed to synthesize it. The reactants are: [F:1][C:2]([F:20])([F:19])[C@H:3]([CH3:18])[CH:4]([C:10]1[CH:15]=[CH:14][C:13]([CH:16]=[CH2:17])=[CH:12][CH:11]=1)C(OCC)=O.[F-].[Na+].C(C1C=C(C)C=C([C:34]([CH3:37])(C)C)C=1O)(C)(C)C.[F:39][C:40]([F:52])(S(F)(=O)=O)C(O[Si](C)(C)C)=O.[C:53]([O-:56])(O)=[O:54].[Na+].